From a dataset of Forward reaction prediction with 1.9M reactions from USPTO patents (1976-2016). Predict the product of the given reaction. (1) Given the reactants [Br:1][C:2]1[C:10]([O:11][CH3:12])=[CH:9][C:5]([C:6]([OH:8])=[O:7])=[C:4]([Cl:13])[CH:3]=1.[CH3:14][Si](C=[N+]=[N-])(C)C, predict the reaction product. The product is: [Br:1][C:2]1[C:10]([O:11][CH3:12])=[CH:9][C:5]([C:6]([O:8][CH3:14])=[O:7])=[C:4]([Cl:13])[CH:3]=1. (2) Given the reactants C1(COC2C=C(C3OC=C(C[NH:20][C:21](=[O:29])[C:22]4[C:27]([OH:28])=[CH:26][CH:25]=[CH:24][N:23]=4)N=3)C=CC=2OC)CC1.C(=O)([O-])[O-].[Cs+].[Cs+].Br[CH2:37][CH2:38][CH3:39].O, predict the reaction product. The product is: [CH2:37]([O:28][C:27]1[C:22]([C:21]([NH2:20])=[O:29])=[N:23][CH:24]=[CH:25][CH:26]=1)[CH2:38][CH3:39]. (3) Given the reactants [CH3:1][N:2]([CH2:10][CH2:11][O:12][C:13]1[CH:18]=[CH:17][C:16]([O:19][CH2:20][C:21]2[CH:26]=[CH:25][CH:24]=[CH:23][CH:22]=2)=[C:15]([C:27]([NH:29][C:30]2[CH:31]=[N:32][CH:33]=[CH:34][CH:35]=2)=[O:28])[CH:14]=1)C(=O)OC(C)(C)C.FC(F)(F)C(O)=O.C([O-])(O)=O.[Na+], predict the reaction product. The product is: [CH3:1][NH:2][CH2:10][CH2:11][O:12][C:13]1[CH:18]=[CH:17][C:16]([O:19][CH2:20][C:21]2[CH:22]=[CH:23][CH:24]=[CH:25][CH:26]=2)=[C:15]([CH:14]=1)[C:27]([NH:29][C:30]1[CH:31]=[N:32][CH:33]=[CH:34][CH:35]=1)=[O:28]. (4) Given the reactants [F:1][C:2]1[CH:3]=[C:4]([CH:43]=[C:44]([F:57])[C:45]=1[O:46][Si](C(C)C)(C(C)C)C(C)C)[CH2:5][CH:6]([CH:16]=[CH:17][C:18]1[CH:23]=[C:22]([F:24])[CH:21]=[CH:20][C:19]=1[O:25][CH2:26][C:27]1[CH:32]=[CH:31][C:30]([C:33]2[CH:38]=[CH:37][C:36]([C:39]([F:42])([F:41])[F:40])=[CH:35][CH:34]=2)=[CH:29][CH:28]=1)[CH2:7][CH2:8][CH2:9][CH2:10][C:11]([O:13][CH2:14][CH3:15])=[O:12].[F-].C([N+](CCCC)(CCCC)CCCC)CCC, predict the reaction product. The product is: [F:1][C:2]1[CH:3]=[C:4]([CH:43]=[C:44]([F:57])[C:45]=1[OH:46])[CH2:5][CH:6]([CH:16]=[CH:17][C:18]1[CH:23]=[C:22]([F:24])[CH:21]=[CH:20][C:19]=1[O:25][CH2:26][C:27]1[CH:32]=[CH:31][C:30]([C:33]2[CH:34]=[CH:35][C:36]([C:39]([F:41])([F:42])[F:40])=[CH:37][CH:38]=2)=[CH:29][CH:28]=1)[CH2:7][CH2:8][CH2:9][CH2:10][C:11]([O:13][CH2:14][CH3:15])=[O:12]. (5) Given the reactants [ClH:1].CO[C:4]1[CH:5]=[C:6]2[C:9](=[CH:10][C:11]=1OC)[CH:8]([CH2:14][N:15](C)[CH2:16][CH2:17][C:18]([N:20]1[CH2:26][CH2:25][C:24]3[CH:27]=C(OC)C(OC)=[CH:30][C:23]=3[CH2:22][CH2:21]1)=[O:19])[CH2:7]2.C1C[O:39][CH2:38]C1.[O:41]1[CH2:46][CH2:45][O:44][CH2:43][CH2:42]1, predict the reaction product. The product is: [ClH:1].[CH3:43][O:44][C:45]1[C:46]([O:41][CH3:42])=[CH:30][C:23]2[CH2:22][CH2:21][N:20]([C:18](=[O:19])[CH2:17][CH2:16][NH:15][CH2:14][CH:8]3[CH2:7][C:6]4[C:9]3=[C:10]([O:39][CH3:38])[CH:11]=[CH:4][CH:5]=4)[CH2:26][CH2:25][C:24]=2[CH:27]=1. (6) The product is: [O:44]=[C:43]1[C:35]2[C:36](=[CH:40][CH:41]=[CH:42][CH:34]=2)[C:37](=[O:38])[N:45]1[CH2:24][CH2:25][CH2:28][O:29][C:7]1[CH:8]=[C:3]([CH:4]=[CH:5][CH:6]=1)[CH:2]=[O:1]. Given the reactants [OH:1][CH2:2][C:3]1[CH:8]=[CH:7][C:6](NC(=O)CSCCC(OC)=O)=[CH:5][CH:4]=1.CSC1C=C[C:25]([CH2:28][OH:29])=[CH:24]C=1.BrCCC[C:34]1[CH:42]=[CH:41][CH:40]=[C:36]([C:37](N)=[O:38])[C:35]=1[C:43]([NH2:45])=[O:44].C(OCBr)(=O)C, predict the reaction product. (7) Given the reactants [C:1]([C:3]1[C:4]([N:18]2[CH2:23][CH2:22][NH:21][CH2:20][CH2:19]2)=[N:5][C:6]([C:14]([F:17])([F:16])[F:15])=[C:7]([CH:13]=1)[C:8]([O:10][CH2:11][CH3:12])=[O:9])#[N:2].[N:24]([C:27]1[C:32]([O:33][CH3:34])=[CH:31][CH:30]=[CH:29][C:28]=1[O:35][CH3:36])=[C:25]=[O:26], predict the reaction product. The product is: [C:1]([C:3]1[C:4]([N:18]2[CH2:23][CH2:22][N:21]([C:25]([NH:24][C:27]3[C:32]([O:33][CH3:34])=[CH:31][CH:30]=[CH:29][C:28]=3[O:35][CH3:36])=[O:26])[CH2:20][CH2:19]2)=[N:5][C:6]([C:14]([F:15])([F:17])[F:16])=[C:7]([CH:13]=1)[C:8]([O:10][CH2:11][CH3:12])=[O:9])#[N:2].